From a dataset of Forward reaction prediction with 1.9M reactions from USPTO patents (1976-2016). Predict the product of the given reaction. (1) Given the reactants C[C:2]1[CH:9]=[C:8]([N+:10]([O-:12])=[O:11])[CH:7]=[CH:6][C:3]=1C#N.Cl.[C:14]([OH:17])(=[O:16])[CH3:15], predict the reaction product. The product is: [N+:10]([C:8]1[CH:9]=[CH:2][C:15]([C:14]([OH:17])=[O:16])=[C:6]([CH3:3])[CH:7]=1)([O-:12])=[O:11]. (2) Given the reactants [C:1]([C:4]1[CH:11]=[CH:10][C:7]([CH:8]=O)=[CH:6][CH:5]=1)([OH:3])=[O:2].[NH2:12][C:13]1[S:14][C:15]([S:18]([C:21]2[CH:26]=[CH:25][C:24]([N+:27]([O-:29])=[O:28])=[CH:23][CH:22]=2)(=[O:20])=[O:19])=[CH:16][N:17]=1.C([O:32][C:33](=O)[C:34]([OH:45])=[CH:35][C:36](=[O:44])[C:37]1[CH:42]=[CH:41][C:40]([CH3:43])=[CH:39][CH:38]=1)C, predict the reaction product. The product is: [OH:45][C:34]1[C:33](=[O:32])[N:12]([C:13]2[S:14][C:15]([S:18]([C:21]3[CH:22]=[CH:23][C:24]([N+:27]([O-:29])=[O:28])=[CH:25][CH:26]=3)(=[O:19])=[O:20])=[CH:16][N:17]=2)[CH:8]([C:7]2[CH:10]=[CH:11][C:4]([C:1]([OH:3])=[O:2])=[CH:5][CH:6]=2)[C:35]=1[C:36](=[O:44])[C:37]1[CH:38]=[CH:39][C:40]([CH3:43])=[CH:41][CH:42]=1. (3) The product is: [CH3:1][O:2][C:3]([C:5]1[N:6]=[C:7]2[C:12]([C:13]([F:16])([F:15])[F:14])=[CH:11][C:10]([N+:24]([O-:26])=[O:25])=[CH:9][N:8]2[CH:18]=1)=[O:4]. Given the reactants [CH3:1][O:2][C:3]([C:5]1[N:6]=[C:7]2[C:12]([C:13]([F:16])([F:15])[F:14])=[CH:11][C:10](Br)=[CH:9][N:8]2[C:18]=1CC(OC)=O)=[O:4].[N+:24](C1C=C(C(F)(F)F)C(N)=NC=1)([O-:26])=[O:25].BrCC(=O)C(OC)=O, predict the reaction product. (4) Given the reactants [F:1][C:2]1[C:7]([F:8])=[CH:6][CH:5]=[CH:4][C:3]=1[C:9]1[N:17]=[C:12]2[CH:13]=[N:14][NH:15][CH:16]=[C:11]2[N:10]=1.Cl[CH2:19][C:20]1[O:24][N:23]=[C:22]([C:25]2[CH:41]=[CH:40][C:28]([O:29][CH2:30][C:31]3[CH:32]=[C:33]([CH:37]=[CH:38][CH:39]=3)[C:34]([OH:36])=[O:35])=[CH:27][CH:26]=2)[CH:21]=1, predict the reaction product. The product is: [F:1][C:2]1[C:7]([F:8])=[CH:6][CH:5]=[CH:4][C:3]=1[C:9]1[N:17]=[C:12]2[CH:13]=[N:14][N:15]([CH2:19][C:20]3[O:24][N:23]=[C:22]([C:25]4[CH:41]=[CH:40][C:28]([O:29][CH2:30][C:31]5[CH:32]=[C:33]([CH:37]=[CH:38][CH:39]=5)[C:34]([OH:36])=[O:35])=[CH:27][CH:26]=4)[CH:21]=3)[CH:16]=[C:11]2[N:10]=1. (5) Given the reactants [N:1]([C:4]1[CH:9]=[CH:8][C:7]([O:10][CH2:11][C:12]([F:15])([F:14])[F:13])=[CH:6][CH:5]=1)=[C:2]=[S:3].[H-].[Na+].[NH2:18][C:19]1[C:24](=[O:25])[N:23]([CH2:26][C:27]2[CH:32]=[CH:31][C:30]([O:33][CH3:34])=[CH:29][C:28]=2[O:35][CH3:36])[CH2:22][CH2:21][C:20]=1[C:37](OCC)=[O:38].Cl, predict the reaction product. The product is: [CH3:36][O:35][C:28]1[CH:29]=[C:30]([O:33][CH3:34])[CH:31]=[CH:32][C:27]=1[CH2:26][N:23]1[CH2:22][CH2:21][C:20]2[C:37](=[O:38])[N:1]([C:4]3[CH:5]=[CH:6][C:7]([O:10][CH2:11][C:12]([F:13])([F:15])[F:14])=[CH:8][CH:9]=3)[C:2](=[S:3])[NH:18][C:19]=2[C:24]1=[O:25].